Regression/Classification. Given a drug SMILES string, predict its absorption, distribution, metabolism, or excretion properties. Task type varies by dataset: regression for continuous measurements (e.g., permeability, clearance, half-life) or binary classification for categorical outcomes (e.g., BBB penetration, CYP inhibition). Dataset: rlm. From a dataset of Rat liver microsome stability data. (1) The compound is COc1ccc(CCNc2ncnc3c2c(-c2ccccc2)cn3-c2cccc(Cl)c2)cc1OC. The result is 1 (stable in rat liver microsomes). (2) The drug is CCO[C@H]1O[C@@H]2O[C@@]3(C)CC[C@H]4[C@H](C)CC[C@@H]([C@H]1C)[C@@]24OO3. The result is 0 (unstable in rat liver microsomes). (3) The molecule is C=C(C)[C@@H]1CC[C@]2(CNCCCN)CC[C@]3(C)[C@H](CC[C@@H]4[C@@]5(C)CC=C(c6ccc(C(=O)O)cc6)C(C)(C)[C@@H]5CC[C@]43C)[C@@H]12. The result is 0 (unstable in rat liver microsomes). (4) The result is 1 (stable in rat liver microsomes). The drug is COc1ccccc1-c1ccc2cnc(Nc3ccc(N4CCN(C)CC4)cc3)nn12. (5) The compound is C=C(C)[C@@H]1CC[C@]2(CNCCN3CCNCC3)CC[C@]3(C)[C@H](CC[C@@H]4[C@@]5(C)CC=C(c6ccc(C(=O)O)cc6)C(C)(C)[C@@H]5CC[C@]43C)[C@@H]12. The result is 0 (unstable in rat liver microsomes).